From a dataset of Full USPTO retrosynthesis dataset with 1.9M reactions from patents (1976-2016). Predict the reactants needed to synthesize the given product. (1) Given the product [CH2:27]([O:1][C:2]1[CH:3]=[C:4]([C:17]([O:19][CH3:20])=[O:18])[N:5]([CH2:7][C:8]2[C:9]([CH3:16])=[CH:10][CH:11]=[CH:12][C:13]=2[CH3:14])[N:6]=1)[C:28]1[CH:33]=[CH:32][CH:31]=[CH:30][CH:29]=1, predict the reactants needed to synthesize it. The reactants are: [OH:1][C:2]1[CH:3]=[C:4]([C:17]([O:19][CH3:20])=[O:18])[N:5]([CH2:7][C:8]2[C:13]([CH3:14])=[CH:12][C:11](C)=[CH:10][C:9]=2[CH3:16])[N:6]=1.C([O-])([O-])=O.[K+].[K+].[CH2:27](Br)[C:28]1[CH:33]=[CH:32][CH:31]=[CH:30][CH:29]=1. (2) Given the product [CH3:18][N:19]1[CH2:22][C:14](=[O:16])[NH:12][C:11]([CH3:10])([CH3:2])[C:20]1=[O:21], predict the reactants needed to synthesize it. The reactants are: N1CCCC[CH2:2]1.C(O[C:10](=O)[CH2:11][N:12]([C:14](=[O:16])C)C)C.[CH3:18][N:19]([CH3:22])[CH:20]=[O:21]. (3) Given the product [F:8][C:9]1[CH:10]=[C:11]2[C:15](=[CH:16][CH:17]=1)[NH:14][CH:13]=[C:12]2[C:25](=[O:26])[CH:27]([NH:34][C:35]1[CH:40]=[C:39]([O:41][CH3:42])[CH:38]=[C:37]([CH2:43][OH:44])[CH:36]=1)[C:28]1[CH:29]=[CH:30][CH:31]=[CH:32][CH:33]=1, predict the reactants needed to synthesize it. The reactants are: C(N(CC)CC)C.[F:8][C:9]1[CH:10]=[C:11]2[C:15](=[CH:16][CH:17]=1)[N:14](C(OC(C)(C)C)=O)[CH:13]=[C:12]2[CH:25]=[O:26].[CH:27](=[N:34][C:35]1[CH:36]=[C:37]([CH2:43][OH:44])[CH:38]=[C:39]([O:41][CH3:42])[CH:40]=1)[C:28]1[CH:33]=[CH:32][CH:31]=[CH:30][CH:29]=1. (4) Given the product [CH3:1][O:2][C:6]1[C:7]([CH3:24])=[C:8]([N:15]2[CH2:20][CH2:19][N:18]([C:21](=[O:23])[CH3:22])[CH2:17][CH2:16]2)[CH:9]=[CH:10][C:11]=1[N+:12]([O-:14])=[O:13], predict the reactants needed to synthesize it. The reactants are: [CH3:1][OH:2].[H-].[Na+].Cl[C:6]1[C:7]([CH3:24])=[C:8]([N:15]2[CH2:20][CH2:19][N:18]([C:21](=[O:23])[CH3:22])[CH2:17][CH2:16]2)[CH:9]=[CH:10][C:11]=1[N+:12]([O-:14])=[O:13]. (5) Given the product [CH:33]1([C@H:48]([NH:49][C:22]([C:19]2[O:18][C:17]([C:14]3[N:13]=[CH:12][C:11]4[CH:10]=[CH:9][NH:8][C:16]=4[CH:15]=3)=[CH:21][CH:20]=2)=[O:24])[C:59](=[O:60])[NH:57][CH3:56])[CH2:34][CH2:35][CH2:36][CH2:37][CH2:38]1, predict the reactants needed to synthesize it. The reactants are: C(OC([N:8]1[C:16]2[CH:15]=[C:14]([C:17]3[O:18][C:19]([C:22]([OH:24])=O)=[CH:20][CH:21]=3)[N:13]=[CH:12][C:11]=2[CH:10]=[CH:9]1)=O)(C)(C)C.F[B-](F)(F)F.N1(OC(N(C)C)=[N+](C)C)[C:34]2[CH:35]=[CH:36][CH:37]=[CH:38][C:33]=2N=N1.C[CH2:48][N:49](C(C)C)C(C)C.[CH3:56][N:57]([CH:59]=[O:60])C. (6) Given the product [Cl:1][C:2]1[CH:3]=[CH:4][C:5]([O:18][C:19]([CH3:20])([C:21]2[N:25]([CH3:26])[C:24]([C:27]3[CH:32]=[CH:31][CH:30]=[CH:29][C:28]=3[C:33]([F:36])([F:35])[F:34])=[N:23][N:22]=2)[CH3:37])=[C:6]([C:7]2[O:8][CH:11]=[C:10]([C:13]([O:15][CH3:16])=[O:14])[N:9]=2)[CH:17]=1, predict the reactants needed to synthesize it. The reactants are: [Cl:1][C:2]1[CH:3]=[CH:4][C:5]([O:18][C:19]([CH3:37])([C:21]2[N:25]([CH3:26])[C:24]([C:27]3[CH:32]=[CH:31][CH:30]=[CH:29][C:28]=3[C:33]([F:36])([F:35])[F:34])=[N:23][N:22]=2)[CH3:20])=[C:6]([CH:17]=1)[C:7]([NH:9][C@H:10]([C:13]([O:15][CH3:16])=[O:14])[CH2:11]O)=[O:8].COCCN(CCOC)S(F)(F)F.BrC(Cl)(Cl)Cl.C1CCN2C(=NCCC2)CC1.